From a dataset of Full USPTO retrosynthesis dataset with 1.9M reactions from patents (1976-2016). Predict the reactants needed to synthesize the given product. (1) The reactants are: CON(C)[C:4]([C:6]1[CH:7]=[N:8][C:9]([C:12]2[CH:17]=[CH:16][C:15]([C:18]([F:21])([F:20])[F:19])=[CH:14][CH:13]=2)=[N:10][CH:11]=1)=[O:5]. Given the product [F:19][C:18]([F:21])([F:20])[C:15]1[CH:16]=[CH:17][C:12]([C:9]2[N:8]=[CH:7][C:6]([C:4](=[O:5])[CH2:16][CH2:17][CH2:12][CH2:13][CH2:14][CH3:15])=[CH:11][N:10]=2)=[CH:13][CH:14]=1, predict the reactants needed to synthesize it. (2) The reactants are: Cl.[O:2]([C:9]1[CH:30]=[CH:29][C:12]([O:13][C:14]2[C:15]3[N:22]([CH:23]4[CH2:28][CH2:27][NH:26][CH2:25][CH2:24]4)[N:21]=[CH:20][C:16]=3[N:17]=[CH:18][N:19]=2)=[CH:11][CH:10]=1)[C:3]1[CH:8]=[CH:7][CH:6]=[CH:5][CH:4]=1.[C:31](O)(=[O:34])[CH:32]=[CH2:33].C(N(C(C)C)C(C)C)C.ClCCCl.C(P1(=O)OP(=O)(CCC)OP(=O)(CCC)O1)CC. Given the product [O:2]([C:9]1[CH:10]=[CH:11][C:12]([O:13][C:14]2[C:15]3[N:22]([CH:23]4[CH2:24][CH2:25][N:26]([C:31](=[O:34])[CH:32]=[CH2:33])[CH2:27][CH2:28]4)[N:21]=[CH:20][C:16]=3[N:17]=[CH:18][N:19]=2)=[CH:29][CH:30]=1)[C:3]1[CH:8]=[CH:7][CH:6]=[CH:5][CH:4]=1, predict the reactants needed to synthesize it. (3) Given the product [F:1][C:2]1[C:3]([O:15][CH3:16])=[C:4]([CH2:8][C@@H:9]([OH:26])[C:10]([O:12][CH2:13][CH3:14])=[O:11])[CH:5]=[CH:6][CH:7]=1, predict the reactants needed to synthesize it. The reactants are: [F:1][C:2]1[C:3]([O:15][CH3:16])=[C:4](/[CH:8]=[CH:9]/[C:10]([O:12][CH2:13][CH3:14])=[O:11])[CH:5]=[CH:6][CH:7]=1.C(O)(=[O:26])C=CC1C=CC=CC=1. (4) Given the product [F:30][CH:21]([F:20])[C:22]1[CH:23]=[C:24]([NH:25][C:16](=[O:18])[CH2:15][C:3]2[N:2]([CH3:1])[C:7](=[O:8])[CH:6]=[C:5]([N:9]3[CH2:10][CH2:11][O:12][CH2:13][CH2:14]3)[N:4]=2)[CH:26]=[CH:27][C:28]=1[F:29], predict the reactants needed to synthesize it. The reactants are: [CH3:1][N:2]1[C:7](=[O:8])[CH:6]=[C:5]([N:9]2[CH2:14][CH2:13][O:12][CH2:11][CH2:10]2)[N:4]=[C:3]1[CH2:15][C:16]([O-:18])=O.[Na+].[F:20][CH:21]([F:30])[C:22]1[CH:23]=[C:24]([CH:26]=[CH:27][C:28]=1[F:29])[NH2:25].Cl.CN(C)CCCN=C=NCC. (5) Given the product [OH:14][CH2:13][C@@:10]1([NH:15][C:16](=[O:22])[O:17][C:18]([CH3:20])([CH3:19])[CH3:21])[CH2:11][CH2:12][NH:8][CH2:9]1, predict the reactants needed to synthesize it. The reactants are: C([N:8]1[CH2:12][CH2:11][C@:10]([NH:15][C:16](=[O:22])[O:17][C:18]([CH3:21])([CH3:20])[CH3:19])([CH2:13][OH:14])[CH2:9]1)C1C=CC=CC=1.C([O-])=O.[NH4+]. (6) Given the product [C:1]([C:3]1[CH:4]=[C:5]([N:9]([CH3:22])[C:10](=[O:19])[C:11]2[CH:12]=[CH:13][C:14]([O:17][CH3:18])=[CH:15][CH:16]=2)[CH:6]=[CH:7][CH:8]=1)#[N:2], predict the reactants needed to synthesize it. The reactants are: [C:1]([C:3]1[CH:4]=[C:5]([NH:9][C:10](=[O:19])[C:11]2[CH:16]=[CH:15][C:14]([O:17][CH3:18])=[CH:13][CH:12]=2)[CH:6]=[CH:7][CH:8]=1)#[N:2].[H-].[Na+].[CH3:22]I.O. (7) Given the product [NH2:36][C:34](=[O:35])[C:33]([N:14]1[CH2:15][CH2:16][C@H:11]([C:9]([N:8]([CH2:7][C:6]2[CH:5]=[C:4]([C:3]([F:31])([F:2])[F:32])[CH:26]=[C:25]([C:27]([F:30])([F:29])[F:28])[CH:24]=2)[CH3:23])=[O:10])[C@H:12]([C:17]2[CH:22]=[CH:21][CH:20]=[CH:19][CH:18]=2)[CH2:13]1)=[O:37], predict the reactants needed to synthesize it. The reactants are: Cl.[F:2][C:3]([F:32])([F:31])[C:4]1[CH:5]=[C:6]([CH:24]=[C:25]([C:27]([F:30])([F:29])[F:28])[CH:26]=1)[CH2:7][N:8]([CH3:23])[C:9]([C@H:11]1[CH2:16][CH2:15][NH:14][CH2:13][C@H:12]1[C:17]1[CH:22]=[CH:21][CH:20]=[CH:19][CH:18]=1)=[O:10].[C:33](O)(=[O:37])[C:34]([NH2:36])=[O:35].CCN=C=NCCCN(C)C.Cl.C1C=CC2N(O)N=NC=2C=1. (8) Given the product [S:1]1[C:5]2[CH:4]=[CH:9][CH:8]=[CH:7][C:6]=2[N:3]=[C:2]1[NH:10][C:11]([C:13]1[CH:14]=[CH:15][CH:16]=[C:17]2[C:22]=1[CH2:21][N:20]([C:23]1[S:24][C:25]([CH2:31][CH2:32][CH2:33][O:34][C:35]3[CH:40]=[CH:39][C:38]([N:51]4[CH2:52][CH2:53][O:48][CH2:49][CH2:50]4)=[CH:37][CH:36]=3)=[C:26]([C:28]([OH:30])=[O:29])[N:27]=1)[CH2:19][CH2:18]2)=[O:12], predict the reactants needed to synthesize it. The reactants are: [S:1]1[C:5]2[CH:6]=[CH:7][CH:8]=[CH:9][C:4]=2[N:3]=[C:2]1[NH:10][C:11]([C:13]1[CH:14]=[CH:15][CH:16]=[C:17]2[C:22]=1[CH2:21][N:20]([C:23]1[S:24][C:25]([CH2:31][CH2:32][CH2:33][O:34][C:35]3[CH:40]=[CH:39][C:38](C4C(C#N)=CSC=4)=[CH:37][CH:36]=3)=[C:26]([C:28]([OH:30])=[O:29])[N:27]=1)[CH2:19][CH2:18]2)=[O:12].[O:48]1[CH2:53][CH2:52][N:51](C2C=CC(O)=CC=2)[CH2:50][CH2:49]1. (9) Given the product [CH3:1][C:2]1[CH:7]=[C:6]([C:8]2[CH:13]=[CH:12][C:11]([C:14]([F:17])([F:16])[F:15])=[CH:10][CH:9]=2)[C:5]([C:18]([Cl:23])=[O:20])=[CH:4][CH:3]=1, predict the reactants needed to synthesize it. The reactants are: [CH3:1][C:2]1[CH:7]=[C:6]([C:8]2[CH:13]=[CH:12][C:11]([C:14]([F:17])([F:16])[F:15])=[CH:10][CH:9]=2)[C:5]([C:18]([OH:20])=O)=[CH:4][CH:3]=1.S(Cl)([Cl:23])=O.CN(C)C=O. (10) The reactants are: CS(N1CCN([C@@H](CNC(=O)C2C=CC(OCC3C=CN=CC=3)=CC=2)C(O)=O)CC1)(=O)=[O:3].O[C@@:34]([C:63](=[O:65])[NH2:64])([N:53]1[CH2:58][CH2:57][N:56]([S:59]([CH3:62])(=[O:61])=[O:60])[CH2:55][CH2:54]1)[CH2:35][NH:36][C:37](=[O:52])[C:38]1[CH:43]=[CH:42][C:41]([O:44][CH2:45][C:46]2[CH:51]=[CH:50][N:49]=[CH:48][CH:47]=2)=[CH:40][CH:39]=1. Given the product [OH:3][NH:64][C:63]([C@@H:34]([N:53]1[CH2:58][CH2:57][N:56]([S:59]([CH3:62])(=[O:61])=[O:60])[CH2:55][CH2:54]1)[CH2:35][NH:36][C:37](=[O:52])[C:38]1[CH:43]=[CH:42][C:41]([O:44][CH2:45][C:46]2[CH:51]=[CH:50][N:49]=[CH:48][CH:47]=2)=[CH:40][CH:39]=1)=[O:65], predict the reactants needed to synthesize it.